Task: Predict the reactants needed to synthesize the given product.. Dataset: Full USPTO retrosynthesis dataset with 1.9M reactions from patents (1976-2016) (1) Given the product [C:1]([C:5]1[CH:6]=[CH:7][C:8]([S:14][CH2:15][CH:16]([CH2:21][CH3:22])[CH2:17][CH2:18][CH2:19][CH3:20])=[C:9]([CH:10]=1)[NH2:11])([CH3:4])([CH3:3])[CH3:2], predict the reactants needed to synthesize it. The reactants are: [C:1]([C:5]1[CH:6]=[CH:7][C:8]([S:14][CH2:15][CH:16]([CH2:21][CH3:22])[CH2:17][CH2:18][CH2:19][CH3:20])=[C:9]([N+:11]([O-])=O)[CH:10]=1)([CH3:4])([CH3:3])[CH3:2].O.NN. (2) Given the product [CH:4]1([N:37]2[CH2:38][CH2:39][CH:34]([O:33][C:30]3[CH:31]=[CH:32][C:27]([N:24]4[CH2:25][CH2:26][N:21]([C:19]([C:16]5[CH:17]=[CH:18][C:13]([F:12])=[CH:14][CH:15]=5)=[O:20])[CH2:22][CH2:23]4)=[CH:28][CH:29]=3)[CH2:35][CH2:36]2)[CH2:6][CH2:5]1, predict the reactants needed to synthesize it. The reactants are: C(O[C:4]1(O[Si](C)(C)C)[CH2:6][CH2:5]1)C.[F:12][C:13]1[CH:18]=[CH:17][C:16]([C:19]([N:21]2[CH2:26][CH2:25][N:24]([C:27]3[CH:32]=[CH:31][C:30]([O:33][CH:34]4[CH2:39][CH2:38][NH:37][CH2:36][CH2:35]4)=[CH:29][CH:28]=3)[CH2:23][CH2:22]2)=[O:20])=[CH:15][CH:14]=1.C([BH3-])#N. (3) Given the product [NH2:3][C:2]([NH:4][C:5]1[CH:6]=[C:7]([CH:33]=[CH:34][CH:35]=1)[C:8]([NH:10][C:11]1[CH:12]=[CH:13][C:14]2[N:18]=[CH:17][N:16]([CH:19]([C:26]3[CH:27]=[CH:28][CH:29]=[CH:30][CH:31]=3)[CH2:20][C:21]([OH:23])=[O:22])[C:15]=2[CH:32]=1)=[O:9])=[NH:1], predict the reactants needed to synthesize it. The reactants are: [NH2:1][C:2]([NH:4][C:5]1[CH:6]=[C:7]([CH:33]=[CH:34][CH:35]=1)[C:8]([NH:10][C:11]1[CH:12]=[CH:13][C:14]2[N:18]=[CH:17][N:16]([CH:19]([C:26]3[CH:31]=[CH:30][CH:29]=[CH:28][CH:27]=3)[CH2:20][C:21]([O:23]CC)=[O:22])[C:15]=2[CH:32]=1)=[O:9])=[NH:3]. (4) Given the product [CH:1]([C:4]1[CH:9]=[CH:8][C:7]([S:10]([CH2:13][C:14]2[CH:15]=[CH:16][C:17]([CH2:20][C:21]([NH:32][CH2:29][CH2:30][CH3:31])=[O:22])=[CH:18][CH:19]=2)(=[O:11])=[O:12])=[CH:6][CH:5]=1)([CH3:2])[CH3:3], predict the reactants needed to synthesize it. The reactants are: [CH:1]([C:4]1[CH:9]=[CH:8][C:7]([S:10]([CH2:13][C:14]2[CH:19]=[CH:18][C:17]([CH2:20][C:21](O)=[O:22])=[CH:16][CH:15]=2)(=[O:12])=[O:11])=[CH:6][CH:5]=1)([CH3:3])[CH3:2].CN(C)C=O.[CH2:29]([NH2:32])[CH2:30][CH3:31].O. (5) Given the product [F:26][C:27]([F:38])([F:37])[C:28]([NH:1][C:2]1[CH:3]=[C:4]([NH:8]/[C:9](=[C:16]2\[C:17](=[O:25])[NH:18][C:19]3[C:24]\2=[CH:23][CH:22]=[CH:21][CH:20]=3)/[C:10]2[CH:15]=[CH:14][CH:13]=[CH:12][CH:11]=2)[CH:5]=[CH:6][CH:7]=1)=[O:29], predict the reactants needed to synthesize it. The reactants are: [NH2:1][C:2]1[CH:3]=[C:4]([NH:8]/[C:9](=[C:16]2\[C:17](=[O:25])[NH:18][C:19]3[C:24]\2=[CH:23][CH:22]=[CH:21][CH:20]=3)/[C:10]2[CH:15]=[CH:14][CH:13]=[CH:12][CH:11]=2)[CH:5]=[CH:6][CH:7]=1.[F:26][C:27]([F:38])([F:37])[C:28](O[C:28](=[O:29])[C:27]([F:38])([F:37])[F:26])=[O:29]. (6) Given the product [Si:24]([O:23][CH2:22][CH2:21][CH2:20][N:7]1[C:8](=[O:19])[C:9]2[N:10]([CH2:11][C:12]3[CH:13]=[CH:14][C:15]([Cl:18])=[CH:16][CH:17]=3)[C:2]([CH:38]([OH:40])[CH3:39])=[N:3][C:4]=2[N:5]([CH3:32])[C:6]1=[O:31])([C:27]([CH3:28])([CH3:29])[CH3:30])([CH3:25])[CH3:26], predict the reactants needed to synthesize it. The reactants are: Br[C:2]1[N:10]([CH2:11][C:12]2[CH:17]=[CH:16][C:15]([Cl:18])=[CH:14][CH:13]=2)[C:9]2[C:8](=[O:19])[N:7]([CH2:20][CH2:21][CH2:22][O:23][Si:24]([C:27]([CH3:30])([CH3:29])[CH3:28])([CH3:26])[CH3:25])[C:6](=[O:31])[N:5]([CH3:32])[C:4]=2[N:3]=1.C([Li])CCC.[CH:38](=[O:40])[CH3:39].